Dataset: Reaction yield outcomes from USPTO patents with 853,638 reactions. Task: Predict the reaction yield, written as a fraction of the theoretical maximum amount of product (1.0 means a 100% yield; for example, 0.34 means a 34% yield). (1) The reactants are [CH:1]([C:3]1[CH:18]=[CH:17][C:6]([O:7][C:8]2[CH:9]=[CH:10][C:11]([C:14]([NH2:16])=[O:15])=[N:12][CH:13]=2)=[CH:5][CH:4]=1)=O.[C:19]1([CH2:29][CH2:30][NH2:31])[C:28]2[C:23](=[CH:24][CH:25]=[CH:26][CH:27]=2)[CH:22]=[CH:21][CH:20]=1. No catalyst specified. The product is [C:19]1([CH2:29][CH2:30][NH:31][CH2:1][C:3]2[CH:18]=[CH:17][C:6]([O:7][C:8]3[CH:9]=[CH:10][C:11]([C:14]([NH2:16])=[O:15])=[N:12][CH:13]=3)=[CH:5][CH:4]=2)[C:28]2[C:23](=[CH:24][CH:25]=[CH:26][CH:27]=2)[CH:22]=[CH:21][CH:20]=1. The yield is 0.267. (2) The reactants are [C:1]([O:5][C:6]([C:8]1[O:9][C:10]2[CH:17]=[CH:16][CH:15]=[C:14]([OH:18])[C:11]=2[C:12]=1[CH3:13])=[O:7])([CH3:4])([CH3:3])[CH3:2].C(N(CC)C(C)C)(C)C.ClCCl.[F:31][C:32]([F:45])([F:44])[S:33](O[S:33]([C:32]([F:45])([F:44])[F:31])(=[O:35])=[O:34])(=[O:35])=[O:34]. The catalyst is O. The product is [C:1]([O:5][C:6]([C:8]1[O:9][C:10]2[CH:17]=[CH:16][CH:15]=[C:14]([O:18][S:33]([C:32]([F:45])([F:44])[F:31])(=[O:35])=[O:34])[C:11]=2[C:12]=1[CH3:13])=[O:7])([CH3:4])([CH3:2])[CH3:3]. The yield is 0.950. (3) The reactants are [CH2:1]([C:3]1([CH2:26][CH2:27][OH:28])[C:8]2[NH:9][C:10]3[C:15]([C:7]=2[CH2:6][CH2:5][O:4]1)=[CH:14][C:13]([CH2:16][CH2:17][C:18](OCC)=[O:19])=[CH:12][C:11]=3[CH:23]([CH3:25])[CH3:24])[CH3:2].[H-].[H-].[H-].[H-].[Li+].[Al+3]. The catalyst is C(OCC)C. The product is [CH2:1]([C:3]1([CH2:26][CH2:27][OH:28])[C:8]2[NH:9][C:10]3[C:15]([C:7]=2[CH2:6][CH2:5][O:4]1)=[CH:14][C:13]([CH2:16][CH2:17][CH2:18][OH:19])=[CH:12][C:11]=3[CH:23]([CH3:24])[CH3:25])[CH3:2]. The yield is 0.200. (4) The reactants are [CH3:1][O:2][C:3]1[CH:8]=[C:7]([N+:9]([O-:11])=[O:10])[CH:6]=[CH:5][C:4]=1[OH:12].C(=O)([O-])[O-].[K+].[K+].CS(O[C@H:24]1[CH2:28][CH2:27][N:26]([C:29]([O:31][C:32]([CH3:35])([CH3:34])[CH3:33])=[O:30])[CH2:25]1)(=O)=O. The catalyst is CN(C=O)C. The product is [CH3:1][O:2][C:3]1[CH:8]=[C:7]([N+:9]([O-:11])=[O:10])[CH:6]=[CH:5][C:4]=1[O:12][C@@H:28]1[CH2:24][CH2:25][N:26]([C:29]([O:31][C:32]([CH3:35])([CH3:34])[CH3:33])=[O:30])[CH2:27]1. The yield is 0.700.